Task: Predict the reactants needed to synthesize the given product.. Dataset: Full USPTO retrosynthesis dataset with 1.9M reactions from patents (1976-2016) Given the product [CH3:40][C:32]1([C:35]([O:37][CH2:38][CH3:39])=[O:36])[CH2:33][CH2:34][C:29]([C:10]2[C:9]3[CH:41]=[CH:42][NH:7][C:8]=3[N:13]3[N:14]=[CH:15][C:16]([C:17]4[CH:18]=[N:19][C:20]([C:23]5[CH:28]=[CH:27][CH:26]=[CH:25][CH:24]=5)=[CH:21][CH:22]=4)=[C:12]3[N:11]=2)=[CH:30][CH2:31]1, predict the reactants needed to synthesize it. The reactants are: C[Si](C)(C)CCOC[N:7](COCC[Si](C)(C)C)[C:8]1[N:13]2[N:14]=[CH:15][C:16]([C:17]3[CH:18]=[N:19][C:20]([C:23]4[CH:28]=[CH:27][CH:26]=[CH:25][CH:24]=4)=[CH:21][CH:22]=3)=[C:12]2[N:11]=[C:10]([C:29]2[CH2:34][CH2:33][C:32]([CH3:40])([C:35]([O:37][CH2:38][CH3:39])=[O:36])[CH2:31][CH:30]=2)[C:9]=1/[CH:41]=[CH:42]\OCC.C(O)(C(F)(F)F)=O.O.